The task is: Predict which catalyst facilitates the given reaction.. This data is from Catalyst prediction with 721,799 reactions and 888 catalyst types from USPTO. (1) Reactant: [CH3:1][O:2][C:3]([C:5]1[CH:25]=[CH:24][C:8]2[NH:9][C:10]([C:12](=[O:23])[NH:13][CH:14]3[CH2:19][CH2:18][N:17]([CH:20]([CH3:22])[CH3:21])[CH2:16][CH2:15]3)=[N:11][C:7]=2[CH:6]=1)=[O:4].[Cl:26][C:27]1[CH:32]=[CH:31][C:30]([CH2:33][CH2:34]Cl)=[CH:29][CH:28]=1.CC#N.O. Product: [CH3:1][O:2][C:3]([C:5]1[CH:25]=[CH:24][C:8]2[N:9]([CH2:34][CH2:33][C:30]3[CH:31]=[CH:32][C:27]([Cl:26])=[CH:28][CH:29]=3)[C:10]([C:12](=[O:23])[NH:13][CH:14]3[CH2:19][CH2:18][N:17]([CH:20]([CH3:22])[CH3:21])[CH2:16][CH2:15]3)=[N:11][C:7]=2[CH:6]=1)=[O:4].[CH3:1][O:2][C:3]([C:5]1[CH:25]=[CH:24][C:8]2[N:9]=[C:10]([C:12](=[O:23])[NH:13][CH:14]3[CH2:19][CH2:18][N:17]([CH:20]([CH3:22])[CH3:21])[CH2:16][CH2:15]3)[N:11]([CH2:34][CH2:33][C:30]3[CH:31]=[CH:32][C:27]([Cl:26])=[CH:28][CH:29]=3)[C:7]=2[CH:6]=1)=[O:4]. The catalyst class is: 106. (2) The catalyst class is: 38. Product: [C:1]([NH:4][C:5]1[CH:12]=[C:11]([N+:13]([O-:15])=[O:14])[CH:10]=[CH:9][C:6]=1[CH2:7][OH:17])(=[O:3])[CH3:2]. Reactant: [C:1]([NH:4][C:5]1[CH:12]=[C:11]([N+:13]([O-:15])=[O:14])[CH:10]=[CH:9][C:6]=1[CH2:7]Br)(=[O:3])[CH3:2].C([O-])([O-])=[O:17].[Ca+2]. (3) Reactant: CO.[S:3]1[C:7]2[CH:8]=[CH:9][C:10]([CH2:12][CH2:13][O:14][CH2:15][CH2:16][C:17]([O:19]CCCC)=[O:18])=[CH:11][C:6]=2[CH:5]=[CH:4]1.[OH-].[K+]. Product: [S:3]1[C:7]2[CH:8]=[CH:9][C:10]([CH2:12][CH2:13][O:14][CH2:15][CH2:16][C:17]([OH:19])=[O:18])=[CH:11][C:6]=2[CH:5]=[CH:4]1. The catalyst class is: 6. (4) Reactant: C[O:2][C:3]([C@H:5]1[CH2:10][N:9]([C:11]([O:13][C:14]([CH3:17])([CH3:16])[CH3:15])=[O:12])[CH2:8][CH2:7][N:6]1[C:18]([O:20][C:21]([CH3:24])([CH3:23])[CH3:22])=[O:19])=[O:4].[OH-].[K+]. Product: [C:21]([O:20][C:18]([N:6]1[CH2:7][CH2:8][N:9]([C:11]([O:13][C:14]([CH3:17])([CH3:16])[CH3:15])=[O:12])[CH2:10][C@@H:5]1[C:3]([OH:4])=[O:2])=[O:19])([CH3:24])([CH3:22])[CH3:23]. The catalyst class is: 14.